Task: Binary Classification. Given a miRNA mature sequence and a target amino acid sequence, predict their likelihood of interaction.. Dataset: Experimentally validated miRNA-target interactions with 360,000+ pairs, plus equal number of negative samples (1) The miRNA is hsa-miR-7111-3p with sequence AUCCUCUCUUCCCUCCUCCCAG. The protein sequence of the target gene is MAGFWVGTAPLVAAGRRGRWPPQQLMLSAALRTLKHVLYYSRQCLMVSRNLGSVGYDPNEKTFDKILVANRGEIACRVIRTCKKMGIKTVAIHSDVDASSVHVKMADEAVCVGPAPTSKSYLNMDAIMEAIKKTRAQAVHPGYGFLSENKEFARCLAAEDVVFIGPDTHAIQAMGDKIESKLLAKKAEVNTIPGFDGVVKDAEEAVRIAREIGYPVMIKASAGGGGKGMRIAWDDEETRDGFRLSSQEAASSFGDDRLLIEKFIDNPRHIEIQVLGDKHGNALWLNERECSIQRRNQKVV.... Result: 0 (no interaction). (2) The miRNA is cel-miR-1820-5p with sequence UUUUGAUUGUUUUUCGAUGAUGUUCG. The protein sequence of the target gene is MPAAAVQEAVGVCSYGMQLSWDINDPQMPQELALFDQFREWPDGYVRFIYSSDEKKAQRHLSGWAMRNTNNHNGHILKKSCLGVVVCTQACTLPDGSRLQLRPAICDKARLKQQKKACPNCHSALELIPCRGHSGYPVTNFWRLDGNAIFFQAKGVHDHPRPESKSETEARRSAIKRQMASFYQPQKKRIRESEAEENQDSSGHFSNIPPLENPEDFDIVTETSFPIPGQPCPSFPKSDVYKATCDLATFQGDKMPPFQKYSSPRIYLPRPPCSYELANPGYTNSSPYPTLYKDSTSIPN.... Result: 0 (no interaction).